Predict the product of the given reaction. From a dataset of Forward reaction prediction with 1.9M reactions from USPTO patents (1976-2016). (1) Given the reactants [CH3:1][CH2:2][CH2:3][C@H:4]([NH:11][C:12](/[C:14](/[C:23]#[N:24])=[CH:15]/[C:16]1[CH:21]=[CH:20][CH:19]=[C:18]([Br:22])[N:17]=1)=[O:13])[C:5]1[CH:10]=[CH:9][CH:8]=[CH:7][CH:6]=1.[SH:25][CH2:26][C@H:27]([C@@H:29]([CH2:31][SH:32])[OH:30])[OH:28], predict the reaction product. The product is: [Br:22][C:18]1[N:17]=[C:16]([CH:15]([S:25][CH2:26][CH:27]([OH:28])[CH:29]([OH:30])[CH2:31][SH:32])[CH:14]([C:23]#[N:24])[C:12]([NH:11][CH:4]([C:5]2[CH:10]=[CH:9][CH:8]=[CH:7][CH:6]=2)[CH2:3][CH2:2][CH3:1])=[O:13])[CH:21]=[CH:20][CH:19]=1. (2) Given the reactants [H-].[H-].[H-].[H-].[Li+].[Al+3].C([O:9][C:10](=O)[CH:11]([CH2:17][C:18]([F:21])([F:20])[F:19])[CH2:12][C:13]([F:16])([F:15])[F:14])C, predict the reaction product. The product is: [F:14][C:13]([F:15])([F:16])[CH2:12][CH:11]([CH2:17][C:18]([F:19])([F:20])[F:21])[CH2:10][OH:9].